From a dataset of Forward reaction prediction with 1.9M reactions from USPTO patents (1976-2016). Predict the product of the given reaction. (1) Given the reactants [Br:1][C:2]1[CH:17]=[C:5]2[N:6]=[C:7]([CH3:16])[C:8]([CH2:11][C:12]([O:14][CH3:15])=[O:13])=[C:9](Cl)[N:4]2[N:3]=1.[CH2:18]([O:21][C:22]1([CH3:28])[CH2:27][CH2:26][NH:25][CH2:24][CH2:23]1)[CH:19]=[CH2:20].CCN(C(C)C)C(C)C.O, predict the reaction product. The product is: [CH2:18]([O:21][C:22]1([CH3:28])[CH2:23][CH2:24][N:25]([C:9]2[N:4]3[N:3]=[C:2]([Br:1])[CH:17]=[C:5]3[N:6]=[C:7]([CH3:16])[C:8]=2[CH2:11][C:12]([O:14][CH3:15])=[O:13])[CH2:26][CH2:27]1)[CH:19]=[CH2:20]. (2) Given the reactants N[C:2]1[S:3][C:4]2[C:9]([NH:10][C:11]([CH3:15])([CH3:14])[CH2:12][OH:13])=[N:8][C:7]([S:16][CH2:17][C:18]3[CH:23]=[CH:22][CH:21]=[CH:20][CH:19]=3)=[N:6][C:5]=2[N:24]=1.C(Br)(Br)[Br:26], predict the reaction product. The product is: [Br:26][C:2]1[S:3][C:4]2[C:9]([NH:10][C:11]([CH3:15])([CH3:14])[CH2:12][OH:13])=[N:8][C:7]([S:16][CH2:17][C:18]3[CH:23]=[CH:22][CH:21]=[CH:20][CH:19]=3)=[N:6][C:5]=2[N:24]=1. (3) Given the reactants [NH:1]1[C:9]2[C:4](=[CH:5][CH:6]=[CH:7][CH:8]=2)[CH:3]=[C:2]1[C:10]([N:12]1[CH2:17][CH2:16][CH2:15][CH2:14][CH2:13]1)=[O:11].[C:18]1([S:24][S:24][C:18]2[CH:23]=[CH:22][CH:21]=[CH:20][CH:19]=2)[CH:23]=[CH:22][CH:21]=[CH:20][CH:19]=1, predict the reaction product. The product is: [C:18]1([S:24][C:3]2[C:4]3[C:9](=[CH:8][CH:7]=[CH:6][CH:5]=3)[NH:1][C:2]=2[C:10]([N:12]2[CH2:17][CH2:16][CH2:15][CH2:14][CH2:13]2)=[O:11])[CH:23]=[CH:22][CH:21]=[CH:20][CH:19]=1. (4) Given the reactants [OH:1][C:2]1[CH:7]=[CH:6][C:5]([CH:8]2[CH2:13][CH2:12][N:11]([C:14]([O:16][C:17]([CH3:20])([CH3:19])[CH3:18])=[O:15])[CH2:10][CH:9]2[O:21][CH2:22][C:23]2[CH:32]=[C:31]3[C:26]([CH2:27][CH2:28][C:29](=[O:38])[N:30]3[CH2:33][CH2:34][CH2:35][O:36][CH3:37])=[CH:25][CH:24]=2)=[CH:4][CH:3]=1.Br[CH2:40][CH2:41][CH2:42][O:43][C:44]1[C:49]([CH3:50])=[CH:48][CH:47]=[CH:46][C:45]=1[O:51][CH3:52], predict the reaction product. The product is: [CH3:52][O:51][C:45]1[CH:46]=[CH:47][CH:48]=[C:49]([CH3:50])[C:44]=1[O:43][CH2:42][CH2:41][CH2:40][O:1][C:2]1[CH:7]=[CH:6][C:5]([CH:8]2[CH2:13][CH2:12][N:11]([C:14]([O:16][C:17]([CH3:19])([CH3:20])[CH3:18])=[O:15])[CH2:10][CH:9]2[O:21][CH2:22][C:23]2[CH:32]=[C:31]3[C:26]([CH2:27][CH2:28][C:29](=[O:38])[N:30]3[CH2:33][CH2:34][CH2:35][O:36][CH3:37])=[CH:25][CH:24]=2)=[CH:4][CH:3]=1.